This data is from Full USPTO retrosynthesis dataset with 1.9M reactions from patents (1976-2016). The task is: Predict the reactants needed to synthesize the given product. Given the product [NH2:6][CH2:7][CH2:8][NH:9][CH2:10][CH2:11][NH2:12].[C:13]([OH:22])(=[O:21])[CH2:14][CH2:15][CH2:16][CH2:17][C:18]([OH:20])=[O:19], predict the reactants needed to synthesize it. The reactants are: [OH-].[K+].COC.[NH2:6][CH2:7][CH2:8][NH:9][CH2:10][CH2:11][NH2:12].[C:13]([OH:22])(=[O:21])[CH2:14][CH2:15][CH2:16][CH2:17][C:18]([OH:20])=[O:19].C1OC1.